Dataset: NCI-60 drug combinations with 297,098 pairs across 59 cell lines. Task: Regression. Given two drug SMILES strings and cell line genomic features, predict the synergy score measuring deviation from expected non-interaction effect. (1) Drug 1: C1=CC(=CC=C1C#N)C(C2=CC=C(C=C2)C#N)N3C=NC=N3. Drug 2: C1=CN(C=N1)CC(O)(P(=O)(O)O)P(=O)(O)O. Cell line: RPMI-8226. Synergy scores: CSS=-0.574, Synergy_ZIP=-1.78, Synergy_Bliss=-7.86, Synergy_Loewe=-5.61, Synergy_HSA=-7.96. (2) Drug 1: CN1CCC(CC1)COC2=C(C=C3C(=C2)N=CN=C3NC4=C(C=C(C=C4)Br)F)OC. Drug 2: CN(CC1=CN=C2C(=N1)C(=NC(=N2)N)N)C3=CC=C(C=C3)C(=O)NC(CCC(=O)O)C(=O)O. Cell line: OVCAR-8. Synergy scores: CSS=26.2, Synergy_ZIP=-1.10, Synergy_Bliss=4.27, Synergy_Loewe=-14.0, Synergy_HSA=4.84. (3) Drug 1: CC12CCC3C(C1CCC2=O)CC(=C)C4=CC(=O)C=CC34C. Drug 2: C1=CC(=CC=C1CC(C(=O)O)N)N(CCCl)CCCl.Cl. Cell line: HL-60(TB). Synergy scores: CSS=85.4, Synergy_ZIP=1.41, Synergy_Bliss=0.381, Synergy_Loewe=-0.641, Synergy_HSA=-0.108.